From a dataset of Reaction yield outcomes from USPTO patents with 853,638 reactions. Predict the reaction yield, written as a fraction of the theoretical maximum amount of product (1.0 means a 100% yield; for example, 0.34 means a 34% yield). (1) The reactants are O[C@@H]([C@H](O)C(O)=O)C(O)=O.[CH3:11][C@@H:12]1[CH2:17][CH2:16][NH:15][CH2:14][C@@H:13]1[C:18]([O:20]CC)=[O:19].Cl.C([O-])(O)=O.[Na+].[C:29](O[C:29]([O:31][C:32]([CH3:35])([CH3:34])[CH3:33])=[O:30])([O:31][C:32]([CH3:35])([CH3:34])[CH3:33])=[O:30]. The catalyst is CCCCCCC.O.CCOCC.O1CCOCC1. The product is [C:32]([O:31][C:29]([N:15]1[CH2:16][CH2:17][C@@H:12]([CH3:11])[C@@H:13]([C:18]([OH:20])=[O:19])[CH2:14]1)=[O:30])([CH3:35])([CH3:34])[CH3:33]. The yield is 0.890. (2) The reactants are [F:1][C:2]([F:17])([O:9][C:10]1[CH:15]=[CH:14][C:13]([F:16])=[CH:12][CH:11]=1)[C:3]([N:5]([O:7][CH3:8])[CH3:6])=[O:4].[H-].[Al+3].[Li+].[H-].[H-].[H-].[OH-].[Na+].C(OCC)C. The catalyst is C1COCC1. The product is [F:17][C:2]([F:1])([O:9][C:10]1[CH:11]=[CH:12][C:13]([F:16])=[CH:14][CH:15]=1)[CH:3]([N:5]([O:7][CH3:8])[CH3:6])[OH:4]. The yield is 0.570. (3) The reactants are [Si:1]([O:8][C:9]1[CH:10]=[C:11]2[C:15](=[CH:16][CH:17]=1)[N:14]([CH:18]1[CH2:23][CH2:22][CH2:21][CH2:20][O:19]1)[N:13]=[C:12]2[CH2:24][OH:25])([C:4]([CH3:7])([CH3:6])[CH3:5])([CH3:3])[CH3:2]. The catalyst is ClCCl.O=[Mn]=O. The product is [Si:1]([O:8][C:9]1[CH:10]=[C:11]2[C:15](=[CH:16][CH:17]=1)[N:14]([CH:18]1[CH2:23][CH2:22][CH2:21][CH2:20][O:19]1)[N:13]=[C:12]2[CH:24]=[O:25])([C:4]([CH3:7])([CH3:5])[CH3:6])([CH3:2])[CH3:3]. The yield is 0.800. (4) The reactants are Br[C:2]1[CH:3]=[C:4]([CH:16]=[CH:17][C:18]=1[O:19][CH3:20])[CH:5]=[C:6]1[C:14]2[C:9](=[CH:10][CH:11]=[CH:12][CH:13]=2)[NH:8][C:7]1=[O:15].C(=O)([O-])[O-].[Na+].[Na+].[S:27]1[CH:31]=[CH:30][C:29](B(O)O)=[CH:28]1.O. The catalyst is C1(C)C=CC=CC=1.C(O)C.C1C=CC([P]([Pd]([P](C2C=CC=CC=2)(C2C=CC=CC=2)C2C=CC=CC=2)([P](C2C=CC=CC=2)(C2C=CC=CC=2)C2C=CC=CC=2)[P](C2C=CC=CC=2)(C2C=CC=CC=2)C2C=CC=CC=2)(C2C=CC=CC=2)C2C=CC=CC=2)=CC=1. The product is [CH3:20][O:19][C:18]1[CH:17]=[CH:16][C:4]([CH:5]=[C:6]2[C:14]3[C:9](=[CH:10][CH:11]=[CH:12][CH:13]=3)[NH:8][C:7]2=[O:15])=[CH:3][C:2]=1[C:29]1[CH:30]=[CH:31][S:27][CH:28]=1. The yield is 0.500. (5) The reactants are [F:1][C:2]1[CH:7]=[CH:6][CH:5]=[CH:4][C:3]=1[NH:8][C:9]1[O:10][CH2:11][C:12](=[O:19])[C:13]=1[C:14]([O:16][CH2:17][CH3:18])=[O:15].[NH:20]1[C:28]2[C:23](=[CH:24][CH:25]=[CH:26][N:27]=2)[C:22]([CH:29]=O)=[CH:21]1.N1CCCCC1. The catalyst is C(O)C. The product is [NH:20]1[C:28]2=[N:27][CH:26]=[CH:25][CH:24]=[C:23]2[C:22]([CH:29]=[C:11]2[O:10][C:9]([NH:8][C:3]3[CH:4]=[CH:5][CH:6]=[CH:7][C:2]=3[F:1])=[C:13]([C:14]([O:16][CH2:17][CH3:18])=[O:15])[C:12]2=[O:19])=[CH:21]1. The yield is 0.270.